Dataset: Full USPTO retrosynthesis dataset with 1.9M reactions from patents (1976-2016). Task: Predict the reactants needed to synthesize the given product. (1) Given the product [CH2:51]([O:52][C:28]([NH:40][CH:14]1[CH2:13][C:9]2([CH2:10][O:11][CH2:12]2)[N:8]([C:6]([O:5][C:1]([CH3:2])([CH3:3])[CH3:4])=[O:7])[CH2:15]1)=[O:27])[C:45]1[CH:50]=[CH:49][CH:48]=[CH:47][CH:46]=1, predict the reactants needed to synthesize it. The reactants are: [C:1]([O:5][C:6]([N:8]1[CH2:15][CH:14](C(O)=O)[CH2:13][C:9]21[CH2:12][O:11][CH2:10]2)=[O:7])([CH3:4])([CH3:3])[CH3:2].P(N=[N+]=[N-])(=O)([O:27][C:28]1C=CC=CC=1)OC1C=CC=CC=1.CC[N:40](CC)CC.[C:45]1([CH2:51][OH:52])[CH:50]=[CH:49][CH:48]=[CH:47][CH:46]=1. (2) The reactants are: [CH2:1]([NH:8][C:9]1[CH:14]=[CH:13][C:12]([CH3:15])=[CH:11][C:10]=1[N+:16]([O-])=O)[C:2]1[CH:7]=[CH:6][CH:5]=[CH:4][CH:3]=1. Given the product [CH2:1]([NH:8][C:9]1[C:10]([NH2:16])=[CH:11][C:12]([CH3:15])=[CH:13][CH:14]=1)[C:2]1[CH:3]=[CH:4][CH:5]=[CH:6][CH:7]=1, predict the reactants needed to synthesize it. (3) Given the product [CH3:41][O:40][CH2:39][CH2:38][CH2:37][N:33]1[C:32]2[CH:42]=[C:28]([CH2:27][O:26][CH:11]3[CH:10]([C:7]4[CH:6]=[CH:5][C:4]([C:1](=[O:2])[NH:52][CH2:51][CH2:50][O:43][C:44]5[CH:49]=[CH:48][CH:47]=[CH:46][CH:45]=5)=[CH:9][CH:8]=4)[CH2:15][CH2:14][N:13]([C:16]([O:18][CH2:19][C:20]4[CH:21]=[CH:22][CH:23]=[CH:24][CH:25]=4)=[O:17])[CH2:12]3)[CH:29]=[CH:30][C:31]=2[O:36][CH2:35][CH2:34]1, predict the reactants needed to synthesize it. The reactants are: [C:1]([C:4]1[CH:9]=[CH:8][C:7]([CH:10]2[CH2:15][CH2:14][N:13]([C:16]([O:18][CH2:19][C:20]3[CH:25]=[CH:24][CH:23]=[CH:22][CH:21]=3)=[O:17])[CH2:12][CH:11]2[O:26][CH2:27][C:28]2[CH:29]=[CH:30][C:31]3[O:36][CH2:35][CH2:34][N:33]([CH2:37][CH2:38][CH2:39][O:40][CH3:41])[C:32]=3[CH:42]=2)=[CH:6][CH:5]=1)(O)=[O:2].[O:43]([CH2:50][CH2:51][NH2:52])[C:44]1[CH:49]=[CH:48][CH:47]=[CH:46][CH:45]=1.Cl.CN(C)CCCN=C=NCC.O. (4) Given the product [CH3:1][O:2][C:3](=[O:10])[CH:4]([NH:9][CH2:28][C:27]1[CH:30]=[CH:31][C:32]([F:33])=[C:25]([Cl:24])[CH:26]=1)[C:5]([CH3:8])([CH3:7])[CH3:6], predict the reactants needed to synthesize it. The reactants are: [CH3:1][O:2][C:3](=[O:10])[CH:4]([NH2:9])[C:5]([CH3:8])([CH3:7])[CH3:6].C(N(CC)CC)C.[O-]S([O-])(=O)=O.[Mg+2].[Cl:24][C:25]1[CH:26]=[C:27]([CH:30]=[CH:31][C:32]=1[F:33])[CH:28]=O.[BH4-].[Na+]. (5) Given the product [Br:19][CH2:2][C:3]1[C:8]([CH3:9])=[CH:7][CH:6]=[C:5]([F:10])[C:4]=1[N:11]1[C:15](=[O:16])[N:14]([CH3:17])[N:13]=[N:12]1, predict the reactants needed to synthesize it. The reactants are: O[CH2:2][C:3]1[C:8]([CH3:9])=[CH:7][CH:6]=[C:5]([F:10])[C:4]=1[N:11]1[C:15](=[O:16])[N:14]([CH3:17])[N:13]=[N:12]1.P(Br)(Br)[Br:19]. (6) Given the product [C:1]([C:3]1[CH:8]=[CH:7][C:6]([NH:9][C:10](=[O:38])[CH2:11][C:12]2[CH:17]=[CH:16][C:15]([C:18]3[CH:23]=[C:22]([O:24][CH2:25][CH3:26])[C:21](=[O:27])[NH:20][CH:19]=3)=[CH:14][C:13]=2[F:37])=[CH:5][C:4]=1[C:39]([F:41])([F:42])[F:40])#[N:2], predict the reactants needed to synthesize it. The reactants are: [C:1]([C:3]1[CH:8]=[CH:7][C:6]([NH:9][C:10](=[O:38])[CH2:11][C:12]2[CH:17]=[CH:16][C:15]([C:18]3[CH:19]=[N:20][C:21]([O:27]CC4C=CC(OC)=CC=4)=[C:22]([O:24][CH2:25][CH3:26])[CH:23]=3)=[CH:14][C:13]=2[F:37])=[CH:5][C:4]=1[C:39]([F:42])([F:41])[F:40])#[N:2].Cl. (7) Given the product [Cl:1][C:2]1[CH:28]=[CH:27][CH:26]=[CH:25][C:3]=1[C:4]([NH:6][C:7]1[CH:12]=[CH:11][C:10]([C:13]2[N:17]([CH3:18])[N:16]=[C:15]([C:19]([F:20])([F:22])[F:21])[CH:14]=2)=[CH:9][C:8]=1[OH:23])=[O:5], predict the reactants needed to synthesize it. The reactants are: [Cl:1][C:2]1[CH:28]=[CH:27][CH:26]=[CH:25][C:3]=1[C:4]([NH:6][C:7]1[CH:12]=[CH:11][C:10]([C:13]2[N:17]([CH3:18])[N:16]=[C:15]([C:19]([F:22])([F:21])[F:20])[CH:14]=2)=[CH:9][C:8]=1[O:23]C)=[O:5].B(Br)(Br)Br. (8) Given the product [Cl:1][C:2]1[CH:3]=[CH:4][C:5]([CH:8]([OH:14])[CH2:9][CH2:10][N:11]([CH3:13])[CH3:12])=[CH:6][CH:7]=1, predict the reactants needed to synthesize it. The reactants are: [Cl:1][C:2]1[CH:7]=[CH:6][C:5]([C:8](=[O:14])[CH2:9][CH2:10][N:11]([CH3:13])[CH3:12])=[CH:4][CH:3]=1.[H-].[H-].[H-].[H-].[Li+].[Al+3].C([O-])(O)=O.[Na+]. (9) The reactants are: Cl[C:2]1[CH:3]=[C:4]2[C:9](=[CH:10][CH:11]=1)[N:8]=[C:7]([NH:12][CH2:13][C:14]1[CH:19]=[CH:18][C:17]([F:20])=[CH:16][C:15]=1[O:21][CH3:22])[CH:6]=[C:5]2[NH:23][CH2:24][CH2:25][O:26][CH3:27].[N:28]1[CH:33]=[CH:32][CH:31]=[C:30]([CH2:34][NH2:35])[CH:29]=1. Given the product [F:20][C:17]1[CH:18]=[CH:19][C:14]([CH2:13][NH:12][C:7]2[CH:6]=[C:5]([NH:23][CH2:24][CH2:25][O:26][CH3:27])[C:4]3[C:9](=[CH:10][CH:11]=[C:2]([NH:35][CH2:34][C:30]4[CH:29]=[N:28][CH:33]=[CH:32][CH:31]=4)[CH:3]=3)[N:8]=2)=[C:15]([O:21][CH3:22])[CH:16]=1, predict the reactants needed to synthesize it. (10) The reactants are: [NH2:1][C@H:2]1[CH2:7][CH2:6][CH2:5][CH2:4][C@H:3]1[NH:8][C:9]1[N:14]=[C:13]([NH:15][C:16]2[CH:30]=[CH:29][C:19]([O:20][CH2:21][C:22]([O:24]C(C)(C)C)=[O:23])=[CH:18][CH:17]=2)[C:12]([C:31](=[O:33])[NH2:32])=[CH:11][N:10]=1. Given the product [NH2:1][C@H:2]1[CH2:7][CH2:6][CH2:5][CH2:4][C@H:3]1[NH:8][C:9]1[N:14]=[C:13]([NH:15][C:16]2[CH:30]=[CH:29][C:19]([O:20][CH2:21][C:22]([OH:24])=[O:23])=[CH:18][CH:17]=2)[C:12]([C:31](=[O:33])[NH2:32])=[CH:11][N:10]=1, predict the reactants needed to synthesize it.